This data is from Forward reaction prediction with 1.9M reactions from USPTO patents (1976-2016). The task is: Predict the product of the given reaction. (1) Given the reactants C([NH:5][S:6]([C:9]1[CH:18]=[CH:17][CH:16]=[C:15]([N+:19]([O-:21])=[O:20])[C:10]=1[C:11]([O:13][CH3:14])=[O:12])(=[O:8])=[O:7])(C)(C)C, predict the reaction product. The product is: [NH2:5][S:6]([C:9]1[CH:18]=[CH:17][CH:16]=[C:15]([N+:19]([O-:21])=[O:20])[C:10]=1[C:11]([O:13][CH3:14])=[O:12])(=[O:8])=[O:7]. (2) Given the reactants C(OC([N:8]1[CH2:12][CH2:11][CH2:10][C:9]1([CH3:36])[C:13]([C:15]1[C:23]2[C:18](=[N:19][CH:20]=[C:21]([C:24]3[CH:29]=[C:28]([O:30][CH3:31])[C:27]([O:32][CH3:33])=[C:26]([O:34][CH3:35])[CH:25]=3)[N:22]=2)[NH:17][CH:16]=1)=[O:14])=O)(C)(C)C.FC(F)(F)C(O)=O, predict the reaction product. The product is: [CH3:36][C:9]1([C:13]([C:15]2[C:23]3[C:18](=[N:19][CH:20]=[C:21]([C:24]4[CH:29]=[C:28]([O:30][CH3:31])[C:27]([O:32][CH3:33])=[C:26]([O:34][CH3:35])[CH:25]=4)[N:22]=3)[NH:17][CH:16]=2)=[O:14])[CH2:10][CH2:11][CH2:12][NH:8]1.